From a dataset of Catalyst prediction with 721,799 reactions and 888 catalyst types from USPTO. Predict which catalyst facilitates the given reaction. (1) Product: [NH2:8][C:7]1[C:2]([F:1])=[C:3]([C:11]([C:13]2[C:21]3[CH:20]=[N:19][CH:18]=[N:17][C:16]=3[NH:15][CH:14]=2)=[O:12])[CH:4]=[CH:5][CH:6]=1. Reactant: [F:1][C:2]1[C:7]([N+:8]([O-])=O)=[CH:6][CH:5]=[CH:4][C:3]=1[C:11]([C:13]1[C:21]2[CH:20]=[N:19][CH:18]=[N:17][C:16]=2[NH:15][CH:14]=1)=[O:12].O.C(=O)(O)[O-].[Na+].C(OCC)(=O)C. The catalyst class is: 199. (2) Reactant: [I:1]Cl.[I-:3].C[Si](C)(C)/[CH:6]=[CH:7]/[C:8]1[C:9](=[O:33])[NH:10][C:11](=[O:32])[N:12]([CH:31]=1)[C@@H:13]1[O:29][C@H:26]([CH2:27][OH:28])[C@@H:15]([O:16][C:17]([C:19]2[CH:20]=[N+:21]([CH3:25])[CH:22]=[CH:23][CH:24]=2)=[O:18])[C@H:14]1[F:30]. Product: [I-:1].[I:3]/[CH:6]=[CH:7]/[C:8]1[C:9](=[O:33])[NH:10][C:11](=[O:32])[N:12]([CH:31]=1)[C@@H:13]1[O:29][C@H:26]([CH2:27][OH:28])[C@@H:15]([O:16][C:17]([C:19]2[CH:20]=[N+:21]([CH3:25])[CH:22]=[CH:23][CH:24]=2)=[O:18])[C@H:14]1[F:30]. The catalyst class is: 10. (3) Reactant: F[C:2]1[CH:11]=[C:10]([F:12])[CH:9]=[C:8]2[C:3]=1[C:4](=[O:27])[NH:5][C:6]([C:13]1[CH:14]=[CH:15][C:16]3[O:20][C:19]([CH2:21][O:22][CH2:23][O:24][CH3:25])=[CH:18][C:17]=3[CH:26]=1)=[N:7]2.C[O-].[Na+].O.[C:32](O)(=[O:34])C. Product: [F:12][C:10]1[CH:9]=[C:8]2[C:3]([C:4](=[O:27])[NH:5][C:6]([C:13]3[CH:14]=[CH:15][C:16]4[O:20][C:19]([CH2:21][O:22][CH2:23][O:24][CH3:25])=[CH:18][C:17]=4[CH:26]=3)=[N:7]2)=[C:2]([O:34][CH3:32])[CH:11]=1. The catalyst class is: 121. (4) Product: [CH2:30]([O:29][C:26]1[CH:25]=[CH:24][C:23]([CH2:22][C:21]([NH:20][C:17]2[CH:18]=[CH:19][C:14]([S:11]([NH:10][C:5]3[CH:6]=[CH:7][CH:8]=[CH:9][C:4]=3[C:3]([OH:33])=[O:2])(=[O:13])=[O:12])=[CH:15][CH:16]=2)=[O:32])=[CH:28][CH:27]=1)[CH3:31]. Reactant: C[O:2][C:3](=[O:33])[C:4]1[CH:9]=[CH:8][CH:7]=[CH:6][C:5]=1[NH:10][S:11]([C:14]1[CH:19]=[CH:18][C:17]([NH:20][C:21](=[O:32])[CH2:22][C:23]2[CH:28]=[CH:27][C:26]([O:29][CH2:30][CH3:31])=[CH:25][CH:24]=2)=[CH:16][CH:15]=1)(=[O:13])=[O:12].[OH-].[Li+].Cl. The catalyst class is: 1. (5) Reactant: [C:1]([O:5][C:6]([N:8]([CH:21]1[CH2:24][CH2:23][CH2:22]1)[C@@H:9]1[CH2:11][C@H:10]1[C:12]1[S:16][CH:15]=[C:14]([C:17]([O:19]C)=[O:18])[CH:13]=1)=[O:7])([CH3:4])([CH3:3])[CH3:2].[OH-].[Na+].Cl. Product: [C:1]([O:5][C:6]([N:8]([CH:21]1[CH2:22][CH2:23][CH2:24]1)[C@@H:9]1[CH2:11][C@H:10]1[C:12]1[S:16][CH:15]=[C:14]([C:17]([OH:19])=[O:18])[CH:13]=1)=[O:7])([CH3:4])([CH3:2])[CH3:3]. The catalyst class is: 36. (6) Reactant: Cl[C:2]1[CH:9]=[C:8]([O:10][CH2:11][O:12][CH2:13][CH2:14][Si:15]([CH3:18])([CH3:17])[CH3:16])[CH:7]=[CH:6][C:3]=1[C:4]#[N:5].C([O-])(O)=O.[Na+].[ClH:24].[NH2:25][OH:26]. Product: [Cl:24][C:6]1[CH:7]=[C:8]([O:10][CH2:11][O:12][CH2:13][CH2:14][Si:15]([CH3:16])([CH3:17])[CH3:18])[CH:9]=[CH:2][C:3]=1[C:4](=[NH:5])[NH:25][OH:26]. The catalyst class is: 14. (7) Reactant: [CH3:1][Mg]Br.[F:4][C:5]1[N:10]=[CH:9][C:8]([CH:11]=[O:12])=[CH:7][CH:6]=1. Product: [F:4][C:5]1[N:10]=[CH:9][C:8]([CH:11]([OH:12])[CH3:1])=[CH:7][CH:6]=1. The catalyst class is: 1.